This data is from Peptide-MHC class II binding affinity with 134,281 pairs from IEDB. The task is: Regression. Given a peptide amino acid sequence and an MHC pseudo amino acid sequence, predict their binding affinity value. This is MHC class II binding data. (1) The peptide sequence is EKKYFHATQFEPLAA. The MHC is HLA-DQA10101-DQB10501 with pseudo-sequence HLA-DQA10101-DQB10501. The binding affinity (normalized) is 0.513. (2) The peptide sequence is YEVAIFVHGPTTVES. The MHC is DRB1_0404 with pseudo-sequence DRB1_0404. The binding affinity (normalized) is 0.423. (3) The peptide sequence is DLQMVIAGAKSKFPR. The MHC is DRB1_0401 with pseudo-sequence DRB1_0401. The binding affinity (normalized) is 0.368. (4) The peptide sequence is VLAKSPDTTCSEIEE. The MHC is HLA-DQA10102-DQB10602 with pseudo-sequence HLA-DQA10102-DQB10602. The binding affinity (normalized) is 0.190. (5) The peptide sequence is FEAMYLGTCQTLTPM. The MHC is HLA-DQA10301-DQB10302 with pseudo-sequence HLA-DQA10301-DQB10302. The binding affinity (normalized) is 0.237. (6) The binding affinity (normalized) is 0.438. The MHC is DRB1_0405 with pseudo-sequence DRB1_0405. The peptide sequence is GSTYYADSVKGRFTI. (7) The peptide sequence is MRKLAILSVSSFLFV. The MHC is DRB5_0101 with pseudo-sequence DRB5_0101. The binding affinity (normalized) is 0.322. (8) The peptide sequence is NPKFENIAEGLRALLARSHVERTTDE. The MHC is DRB1_0301 with pseudo-sequence DRB1_0301. The binding affinity (normalized) is 0.164. (9) The peptide sequence is QKTKQIGNRPGPSRG. The MHC is HLA-DQA10501-DQB10402 with pseudo-sequence HLA-DQA10501-DQB10402. The binding affinity (normalized) is 0.259. (10) The peptide sequence is RRHGVRIRVRSGGHD. The MHC is DRB1_1001 with pseudo-sequence DRB1_1001. The binding affinity (normalized) is 0.394.